This data is from Reaction yield outcomes from USPTO patents with 853,638 reactions. The task is: Predict the reaction yield, written as a fraction of the theoretical maximum amount of product (1.0 means a 100% yield; for example, 0.34 means a 34% yield). (1) The yield is 0.620. The catalyst is CN(C=O)C.O. The reactants are [CH2:1]=[CH:2][CH2:3]/[CH:4]=[CH:5]\[CH2:6]/[CH:7]=[CH:8]\[CH2:9][CH2:10][CH2:11][CH2:12][CH2:13][CH2:14][CH2:15][C:16]1[CH:21]=[C:20]([OH:22])[CH:19]=[CH:18][CH:17]=1.ClCCO.C([O-])([O-])=O.[K+].[K+].[CH2:33]([N:42]=[C:43]=[O:44])[CH2:34][CH2:35][CH2:36][CH2:37][CH2:38][N:39]=[C:40]=[O:41].[CH3:45][C:46]([C:48]([O:50][CH2:51][CH2:52][OH:53])=[O:49])=[CH2:47]. The product is [CH2:1]=[CH:2][CH2:3]/[CH:4]=[CH:5]\[CH2:6]/[CH:7]=[CH:8]\[CH2:9][CH2:10][CH2:11][CH2:12][CH2:13][CH2:14][CH2:15][C:16]1[CH:21]=[C:20]([OH:22])[CH:19]=[CH:18][CH:17]=1.[CH2:35]([CH2:34][CH2:33][N:42]=[C:43]=[O:44])[CH2:36][CH2:37][CH2:38][N:39]=[C:40]=[O:41].[CH3:47][C:46]([C:48]([O:50][CH2:51][CH2:52][OH:53])=[O:49])=[CH2:45]. (2) The reactants are [CH3:1][C:2]1[C:3]([CH2:9][N:10]([C@@H:16]2[C:25]3[N:24]=[CH:23][CH:22]=[CH:21][C:20]=3[CH2:19][CH2:18][CH2:17]2)[CH2:11][CH2:12][CH2:13][CH2:14][NH2:15])=[N:4][CH:5]=[C:6]([CH3:8])[CH:7]=1.CCN(CC)CC.[CH3:33][C:34](OC(C)=O)=[O:35]. The catalyst is C(Cl)Cl. The product is [CH3:1][C:2]1[C:3]([CH2:9][N:10]([C@@H:16]2[C:25]3[N:24]=[CH:23][CH:22]=[CH:21][C:20]=3[CH2:19][CH2:18][CH2:17]2)[CH2:11][CH2:12][CH2:13][CH2:14][NH:15][C:34](=[O:35])[CH3:33])=[N:4][CH:5]=[C:6]([CH3:8])[CH:7]=1. The yield is 0.430. (3) The reactants are [C:1]([O:4][CH2:5][C@@H:6]1[C@@H:11]([O:12][C:13](=[O:15])[CH3:14])[C@H:10]([O:16][C:17](=[O:19])[CH3:18])[C@H:9]([F:20])[CH:8]([O:21][C:22](=O)[CH3:23])[O:7]1)(=[O:3])[CH3:2].[Br:25][C:26]1[CH:31]=CC(O)=[C:28]([O:33][CH3:34])[CH:27]=1. No catalyst specified. The product is [C:1]([O:4][CH2:5][C@@H:6]1[C@@H:11]([O:12][C:13](=[O:15])[CH3:14])[C@H:10]([O:16][C:17](=[O:19])[CH3:18])[C@H:9]([F:20])[C@@H:8]([O:21][C:22]2[CH:23]=[CH:31][C:26]([Br:25])=[CH:27][C:28]=2[O:33][CH3:34])[O:7]1)(=[O:3])[CH3:2]. The yield is 0.490. (4) The catalyst is C1(C)C=CC=CC=1. The yield is 0.220. The reactants are [C:1]([O:10]C)(=O)[C:2]1[C:3](=[CH:5][CH:6]=[CH:7][CH:8]=1)[SH:4].[C:12]([C:14]1[CH:19]=[CH:18][CH:17]=[C:16]([CH2:20][CH3:21])[N:15]=1)#[N:13].C(N(CC)CC)C. The product is [CH2:20]([C:16]1[N:15]=[C:14]([C:12]2[S:4][C:3]3[CH:5]=[CH:6][CH:7]=[CH:8][C:2]=3[C:1](=[O:10])[N:13]=2)[CH:19]=[CH:18][CH:17]=1)[CH3:21]. (5) The reactants are C(OC(=O)[NH:7][C@H:8]([CH2:28][C:29]1[CH:34]=[CH:33][C:32]([Cl:35])=[CH:31][C:30]=1[Cl:36])[C:9](=[O:27])[N:10]1[CH2:15][CH2:14][CH:13]([O:16][C:17]2[CH:22]=[CH:21][CH:20]=[CH:19][C:18]=2[C:23]([F:26])([F:25])[F:24])[CH2:12][CH2:11]1)(C)(C)C.Cl. The product is [NH2:7][C@H:8]([CH2:28][C:29]1[CH:34]=[CH:33][C:32]([Cl:35])=[CH:31][C:30]=1[Cl:36])[C:9]([N:10]1[CH2:11][CH2:12][CH:13]([O:16][C:17]2[CH:22]=[CH:21][CH:20]=[CH:19][C:18]=2[C:23]([F:25])([F:26])[F:24])[CH2:14][CH2:15]1)=[O:27]. The yield is 0.990. The catalyst is CO.C(OCC)C.